Predict the reactants needed to synthesize the given product. From a dataset of Full USPTO retrosynthesis dataset with 1.9M reactions from patents (1976-2016). (1) Given the product [CH3:11][O:10][C:8]([C:5]1[CH:4]=[N:3][C:2]([C:17]2[CH:18]=[CH:19][C:14]([C:13]([F:24])([F:23])[F:12])=[CH:15][CH:16]=2)=[CH:7][N:6]=1)=[O:9], predict the reactants needed to synthesize it. The reactants are: Cl[C:2]1[N:3]=[CH:4][C:5]([C:8]([O:10][CH3:11])=[O:9])=[N:6][CH:7]=1.[F:12][C:13]([F:24])([F:23])[C:14]1[CH:19]=[CH:18][C:17](B(O)O)=[CH:16][CH:15]=1.C(=O)([O-])[O-].[Cs+].[Cs+]. (2) Given the product [C:1]([O:5][C:6]([N:8]1[CH2:13][CH2:12][C:11]([CH2:16][O:17][CH2:18][C:19]2[CH:24]=[CH:23][CH:22]=[CH:21][CH:20]=2)([CH2:14][NH:28][CH2:27][C:26]([F:30])([F:29])[F:25])[CH2:10][CH2:9]1)=[O:7])([CH3:3])([CH3:4])[CH3:2], predict the reactants needed to synthesize it. The reactants are: [C:1]([O:5][C:6]([N:8]1[CH2:13][CH2:12][C:11]([CH2:16][O:17][CH2:18][C:19]2[CH:24]=[CH:23][CH:22]=[CH:21][CH:20]=2)([CH:14]=O)[CH2:10][CH2:9]1)=[O:7])([CH3:4])([CH3:3])[CH3:2].[F:25][C:26]([F:30])([F:29])[CH2:27][NH2:28].CC(O)=O.[BH3-]C#N.[Na+]. (3) Given the product [Cl:10][C:6]1[C:7]([C:8]#[N:9])=[C:2]([C:19]([O:21][CH2:22][CH3:23])=[CH2:20])[N:3]([CH3:13])[C:4](=[O:12])[C:5]=1[CH3:11], predict the reactants needed to synthesize it. The reactants are: Br[C:2]1[N:3]([CH3:13])[C:4](=[O:12])[C:5]([CH3:11])=[C:6]([Cl:10])[C:7]=1[C:8]#[N:9].C([Sn](CCCC)(CCCC)[C:19]([O:21][CH2:22][CH3:23])=[CH2:20])CCC. (4) The reactants are: [F:1][C@H:2]1[C@@H:7]([O:8][C:9]2[CH:16]=[CH:15][C:14]([C:17]3[N:22]=[C:21]([NH:23][C:24]4[CH:29]=[CH:28][C:27]([N:30]5[CH2:35][CH2:34][N:33]([CH:36]6[CH2:39][O:38][CH2:37]6)[CH2:32][CH2:31]5)=[CH:26][CH:25]=4)[N:20]=[CH:19][N:18]=3)=[CH:13][C:10]=2[C:11]#[N:12])[CH2:6][CH2:5][NH:4][CH2:3]1.[OH:40][CH2:41][CH2:42][N:43]1[C:47]([C:48](O)=[O:49])=[CH:46][CH:45]=[N:44]1. Given the product [F:1][C@H:2]1[C@@H:7]([O:8][C:9]2[CH:16]=[CH:15][C:14]([C:17]3[N:22]=[C:21]([NH:23][C:24]4[CH:29]=[CH:28][C:27]([N:30]5[CH2:31][CH2:32][N:33]([CH:36]6[CH2:39][O:38][CH2:37]6)[CH2:34][CH2:35]5)=[CH:26][CH:25]=4)[N:20]=[CH:19][N:18]=3)=[CH:13][C:10]=2[C:11]#[N:12])[CH2:6][CH2:5][N:4]([C:48]([C:47]2[N:43]([CH2:42][CH2:41][OH:40])[N:44]=[CH:45][CH:46]=2)=[O:49])[CH2:3]1, predict the reactants needed to synthesize it. (5) Given the product [C:2]([C:6]1[CH:33]=[CH:32][C:9]([C:10]2=[N:21][CH2:20][CH2:19][CH2:18][C:13]3[N:14]=[CH:15][CH:16]=[CH:17][C:12]2=3)=[CH:8][CH:7]=1)([CH3:5])([CH3:4])[CH3:3], predict the reactants needed to synthesize it. The reactants are: Cl.[C:2]([C:6]1[CH:33]=[CH:32][C:9]([C:10]([C:12]2[C:13]([CH2:18][CH2:19][CH2:20][N:21]3C(=O)C4C(=CC=CC=4)C3=O)=[N:14][CH:15]=[CH:16][CH:17]=2)=O)=[CH:8][CH:7]=1)([CH3:5])([CH3:4])[CH3:3].[OH-].[Na+]. (6) Given the product [CH2:1]([N:24]1[CH:23]=[C:22]2[C:26]([CH:27]=[C:19]([Cl:18])[C:20]([F:28])=[CH:21]2)=[N:25]1)[C:2]1[CH:7]=[CH:6][CH:5]=[CH:4][CH:3]=1, predict the reactants needed to synthesize it. The reactants are: [CH2:1](N1C=C2C(C=C(Br)C=C2)=N1)[C:2]1[CH:7]=[CH:6][CH:5]=[CH:4][CH:3]=1.[Cl:18][C:19]1[CH:27]=[C:26]2[C:22]([CH:23]=[N:24][NH:25]2)=[CH:21][C:20]=1[F:28].